Dataset: Full USPTO retrosynthesis dataset with 1.9M reactions from patents (1976-2016). Task: Predict the reactants needed to synthesize the given product. (1) Given the product [Br:1][C:2]1[CH:10]=[CH:9][C:5]([C:6]([N:14]([CH2:15][CH3:16])[CH2:12][CH3:13])=[O:8])=[C:4]([CH3:11])[CH:3]=1, predict the reactants needed to synthesize it. The reactants are: [Br:1][C:2]1[CH:10]=[CH:9][C:5]([C:6]([OH:8])=O)=[C:4]([CH3:11])[CH:3]=1.[CH2:12]([NH:14][CH2:15][CH3:16])[CH3:13].O. (2) Given the product [NH2:14][C:15]1[S:16][C:6]([CH3:7])=[C:2]([C:3]([O:5][CH3:19])=[O:4])[N:17]=1, predict the reactants needed to synthesize it. The reactants are: O=[C:2]([CH2:6][CH3:7])[C:3]([OH:5])=[O:4].S(Cl)(Cl)=O.BrBr.[NH2:14][C:15]([NH2:17])=[S:16].N.[CH3:19]O. (3) Given the product [CH3:1][O:2][CH2:3][CH2:4][O:5][C:6]1[CH:7]=[CH:8][C:9]([C:12]2[O:36][C:15]3[N:16]=[CH:17][N:18]=[C:19]([NH:20][CH2:21][CH2:22][N:23]4[CH2:24][CH2:25][NH:26][CH2:27][CH2:28]4)[C:14]=3[C:13]=2[C:37]2[CH:38]=[CH:39][CH:40]=[CH:41][CH:42]=2)=[CH:10][CH:11]=1, predict the reactants needed to synthesize it. The reactants are: [CH3:1][O:2][CH2:3][CH2:4][O:5][C:6]1[CH:11]=[CH:10][C:9]([C:12]2[O:36][C:15]3[N:16]=[CH:17][N:18]=[C:19]([NH:20][CH2:21][CH2:22][N:23]4[CH2:28][CH2:27][N:26](C(OC(C)(C)C)=O)[CH2:25][CH2:24]4)[C:14]=3[C:13]=2[C:37]2[CH:42]=[CH:41][CH:40]=[CH:39][CH:38]=2)=[CH:8][CH:7]=1.N#N.C(O)(C(F)(F)F)=O. (4) The reactants are: [Cl:1][C:2]1[CH:10]=[C:9]2[C:5]([C:6]([C:12]3[N:13]=[C:14]4[C:20]([CH:21]=[O:22])=[CH:19][N:18]([CH2:23][O:24][CH2:25][CH2:26][Si:27]([CH3:30])([CH3:29])[CH3:28])[C:15]4=[N:16][CH:17]=3)=[N:7][N:8]2[CH3:11])=[C:4]([F:31])[CH:3]=1.S(=O)(=O)([OH:34])N.Cl([O-])=O.[Na+].OP([O-])(O)=O.[K+]. Given the product [Cl:1][C:2]1[CH:10]=[C:9]2[C:5]([C:6]([C:12]3[N:13]=[C:14]4[C:20]([C:21]([OH:34])=[O:22])=[CH:19][N:18]([CH2:23][O:24][CH2:25][CH2:26][Si:27]([CH3:28])([CH3:30])[CH3:29])[C:15]4=[N:16][CH:17]=3)=[N:7][N:8]2[CH3:11])=[C:4]([F:31])[CH:3]=1, predict the reactants needed to synthesize it. (5) Given the product [ClH:1].[ClH:27].[Cl:1][C:2]1[C:3]([N:14]2[CH2:19][CH2:18][NH:17][CH2:16][CH2:15]2)=[N:4][CH:5]=[C:6]([C:8]2[O:12][N:11]=[C:10]([CH3:13])[CH:9]=2)[CH:7]=1, predict the reactants needed to synthesize it. The reactants are: [Cl:1][C:2]1[C:3]([N:14]2[CH2:19][CH2:18][N:17](C(OC(C)(C)C)=O)[CH2:16][CH2:15]2)=[N:4][CH:5]=[C:6]([C:8]2[O:12][N:11]=[C:10]([CH3:13])[CH:9]=2)[CH:7]=1.[ClH:27]. (6) Given the product [Cl:63][C:60]1[CH:61]=[C:62]2[C:57](=[CH:58][CH:59]=1)[N:56]([C:12]1[N:21]=[C:20]([NH:8][CH2:7][C:6]3[CH:9]=[CH:10][C:3]([O:2][CH3:1])=[CH:4][CH:5]=3)[C:19]3[C:14](=[CH:15][C:16]([O:25][CH3:26])=[C:17]([O:23][CH3:24])[CH:18]=3)[N:13]=1)[CH:55]=[C:54]2[C:52](=[O:53])[CH2:51][CH2:50][C:49]([OH:64])=[O:48], predict the reactants needed to synthesize it. The reactants are: [CH3:1][O:2][C:3]1[CH:10]=[CH:9][C:6]([CH2:7][NH2:8])=[CH:5][CH:4]=1.Cl[C:12]1[N:21]=[C:20](Cl)[C:19]2[C:14](=[CH:15][C:16]([O:25][CH3:26])=[C:17]([O:23][CH3:24])[CH:18]=2)[N:13]=1.ClC1N=C(Cl)C2C(=CC=C(C3OC=CC=3)C=2)N=1.C[Si](C)(C)CC[O:48][C:49](=[O:64])[CH2:50][CH2:51][C:52]([C:54]1[C:62]2[C:57](=[CH:58][CH:59]=[C:60]([Cl:63])[CH:61]=2)[NH:56][CH:55]=1)=[O:53].CCCC[N+](CCCC)(CCCC)CCCC.[F-].Cl. (7) Given the product [C:30]([CH2:2][C:3]1([OH:1])[CH2:8][CH2:7][N:6]([C:9]2[CH:14]=[CH:13][C:12]([N:15]3[CH2:19][C@H:18]([CH2:20][NH:21][C:22](=[O:24])[CH3:23])[O:17][C:16]3=[O:25])=[CH:11][C:10]=2[F:26])[CH2:5][CH2:4]1)#[N:31], predict the reactants needed to synthesize it. The reactants are: [O:1]1[C:3]2([CH2:8][CH2:7][N:6]([C:9]3[CH:14]=[CH:13][C:12]([N:15]4[CH2:19][C@H:18]([CH2:20][NH:21][C:22](=[O:24])[CH3:23])[O:17][C:16]4=[O:25])=[CH:11][C:10]=3[F:26])[CH2:5][CH2:4]2)[CH2:2]1.[C-]#N.[K+].[CH3:30][N:31](C)C=O.